This data is from Catalyst prediction with 721,799 reactions and 888 catalyst types from USPTO. The task is: Predict which catalyst facilitates the given reaction. Reactant: C(O)(C(F)(F)F)=O.[Br:8][C:9]1[CH:16]=[CH:15][C:12]([CH:13]=O)=[CH:11][CH:10]=1.[CH3:17][C:18]1[CH:26]=[CH:25][CH:24]=[C:23]2[C:19]=1[CH:20]=[CH:21][NH:22]2.C([SiH](CC)CC)C. Product: [Br:8][C:9]1[CH:16]=[CH:15][C:12]([CH2:13][C:20]2[C:19]3[C:23](=[CH:24][CH:25]=[CH:26][C:18]=3[CH3:17])[NH:22][CH:21]=2)=[CH:11][CH:10]=1. The catalyst class is: 46.